From a dataset of TCR-epitope binding with 47,182 pairs between 192 epitopes and 23,139 TCRs. Binary Classification. Given a T-cell receptor sequence (or CDR3 region) and an epitope sequence, predict whether binding occurs between them. (1) Result: 1 (the TCR binds to the epitope). The epitope is RLRAEAQVK. The TCR CDR3 sequence is CASSHATGGTNTEAFF. (2) The epitope is KRWIIMGLNK. The TCR CDR3 sequence is CSVGVLTSNEQFF. Result: 0 (the TCR does not bind to the epitope). (3) The epitope is YVFCTVNAL. The TCR CDR3 sequence is CASNLGGTYEQYF. Result: 0 (the TCR does not bind to the epitope).